Dataset: Forward reaction prediction with 1.9M reactions from USPTO patents (1976-2016). Task: Predict the product of the given reaction. (1) Given the reactants Br[C:2]1[CH:3]=[CH:4][C:5](=[O:9])[N:6]([CH3:8])[CH:7]=1.[CH3:10][S:11]([NH:14][C:15]1[CH:16]=[C:17](B(O)O)[CH:18]=[CH:19][CH:20]=1)(=[O:13])=[O:12].CC([O-])=O.[K+], predict the reaction product. The product is: [CH3:8][N:6]1[C:5](=[O:9])[CH:4]=[CH:3][C:2]([C:19]2[CH:20]=[C:15]([NH:14][S:11]([CH3:10])(=[O:12])=[O:13])[CH:16]=[CH:17][CH:18]=2)=[CH:7]1. (2) The product is: [Cl:25][C:26]1[N:30]2[CH:31]=[C:32]([C:39]3[CH:43]=[CH:42][O:41][CH:40]=3)[CH:33]=[C:34]([C:35]([F:37])([F:38])[F:36])[C:29]2=[N:28][C:27]=1[C:44]([N:56]1[CH2:57][CH2:58][CH:54]([C:50]2[CH:51]=[CH:52][CH:53]=[C:48]([F:47])[CH:49]=2)[CH2:55]1)=[O:45]. Given the reactants CN(C(ON1N=NC2C=CC=NC1=2)=[N+](C)C)C.F[P-](F)(F)(F)(F)F.[Cl:25][C:26]1[N:30]2[CH:31]=[C:32]([C:39]3[CH:43]=[CH:42][O:41][CH:40]=3)[CH:33]=[C:34]([C:35]([F:38])([F:37])[F:36])[C:29]2=[N:28][C:27]=1[C:44](O)=[O:45].[F:47][C:48]1[CH:49]=[C:50]([CH:54]2[CH2:58][CH2:57][NH:56][CH2:55]2)[CH:51]=[CH:52][CH:53]=1, predict the reaction product. (3) The product is: [CH:22]1([C:20]([N:16]2[C:17]3[C:13](=[CH:12][C:11]([S:8]([N:5]4[CH2:6][CH2:7][CH:2]([NH:1][C:34](=[O:37])[CH:35]=[CH2:36])[CH2:3][CH2:4]4)(=[O:10])=[O:9])=[CH:19][CH:18]=3)[CH2:14][CH2:15]2)=[O:21])[CH2:23][CH2:24]1. Given the reactants [NH2:1][CH:2]1[CH2:7][CH2:6][N:5]([S:8]([C:11]2[CH:12]=[C:13]3[C:17](=[CH:18][CH:19]=2)[N:16]([C:20]([CH:22]2[CH2:24][CH2:23]2)=[O:21])[CH2:15][CH2:14]3)(=[O:10])=[O:9])[CH2:4][CH2:3]1.C(N(C(C)C)CC)(C)C.[C:34](Cl)(=[O:37])[CH:35]=[CH2:36], predict the reaction product. (4) Given the reactants C(O)(=O)C.[CH:5]([NH2:7])=[NH:6].CN(C)[CH:10]=[C:11]([N:20]1[CH2:25][CH2:24][N:23]([C:26]([O:28][C:29]([CH3:32])([CH3:31])[CH3:30])=[O:27])[CH2:22][CH2:21]1)[C:12](=O)[C:13]1[CH:18]=[CH:17][CH:16]=[CH:15][CH:14]=1, predict the reaction product. The product is: [C:13]1([C:12]2[C:11]([N:20]3[CH2:25][CH2:24][N:23]([C:26]([O:28][C:29]([CH3:32])([CH3:31])[CH3:30])=[O:27])[CH2:22][CH2:21]3)=[CH:10][N:7]=[CH:5][N:6]=2)[CH:18]=[CH:17][CH:16]=[CH:15][CH:14]=1. (5) Given the reactants [Br:1][C:2]1[CH:3]=[C:4]([CH2:8][C:9]([OH:11])=[O:10])[CH:5]=[CH:6][CH:7]=1.[C:12](Cl)(=O)C(Cl)=O.CN(C)C=O.S([O-])([O-])(=O)=O.[Na+].[Na+], predict the reaction product. The product is: [Br:1][C:2]1[CH:3]=[C:4]([CH2:8][C:9]([O:11][CH3:12])=[O:10])[CH:5]=[CH:6][CH:7]=1. (6) Given the reactants [F:1][C:2]([F:21])([F:20])[C:3]([N:5]1[CH2:11][CH:10]([CH3:12])[C:9]2[CH:13]=[C:14]([I:19])[C:15]([O:17]C)=[CH:16][C:8]=2[CH2:7][CH2:6]1)=[O:4].B(Br)(Br)Br, predict the reaction product. The product is: [F:20][C:2]([F:1])([F:21])[C:3]([N:5]1[CH2:11][CH:10]([CH3:12])[C:9]2[CH:13]=[C:14]([I:19])[C:15]([OH:17])=[CH:16][C:8]=2[CH2:7][CH2:6]1)=[O:4].